The task is: Binary Classification. Given a T-cell receptor sequence (or CDR3 region) and an epitope sequence, predict whether binding occurs between them.. This data is from TCR-epitope binding with 47,182 pairs between 192 epitopes and 23,139 TCRs. (1) The epitope is TPGPGVRYPL. The TCR CDR3 sequence is CASSEGTEAFF. Result: 0 (the TCR does not bind to the epitope). (2) The epitope is LPPAYTNSF. The TCR CDR3 sequence is CASRDSYEQYF. Result: 1 (the TCR binds to the epitope). (3) The epitope is FLNRFTTTL. The TCR CDR3 sequence is CASSLGSTEAFF. Result: 0 (the TCR does not bind to the epitope).